Dataset: Experimentally validated miRNA-target interactions with 360,000+ pairs, plus equal number of negative samples. Task: Binary Classification. Given a miRNA mature sequence and a target amino acid sequence, predict their likelihood of interaction. (1) The miRNA is hsa-miR-4659a-5p with sequence CUGCCAUGUCUAAGAAGAAAAC. The protein sequence of the target gene is MLGKGGKRKFDEHEDGLEGKIVSPSDGPSRVSYTLQRQTIFNISLMKLYNHRPLTEPSLQKTVLINNMLRRIQEELKQEGSLRPAFTPSSQPSNSLSDSYQEAPPPAPHPCDLGSTTPLEACLTPASLLEDDNDDTFCTLQAVHPAAPTRLSSAALPAEKDSFSSALDEIEELCPTSTSTEAAHTAAPEGPKGTSSESSVQKPEGPEEGRTDDSRFMDSLPGNFEITTSTGFLTDLTLDDILFADIDTSMYDFDPCTSASGTASKMAPVSADDLLKTLAPYSNQPVAPSQPFKMDLTELD.... Result: 0 (no interaction). (2) Result: 1 (interaction). The miRNA is mmu-miR-483-5p with sequence AAGACGGGAGAAGAGAAGGGAG. The protein sequence of the target gene is MVTMLMFLATLAGLFTTAKGQNFHLGKCPSPPVQENFDVKKYLGRWYEIEKIPASFEKGNCIQANYSLMENGNIEVLNKELSPDGTMNQVKGEAKQSNVSEPAKLEVQFFPLMPPAPYWILATDYENYALVYSCTTFFWLFHVDFVWILGRNPYLPPETITYLKDILTSNGIDIEKMTTTDQANCPDFL. (3) The miRNA is hsa-miR-7-5p with sequence UGGAAGACUAGUGAUUUUGUUGUU. The protein sequence of the target gene is MARKVVSRKRKAPASPGAGSDAQGPQFGWDHSLHKRKRLPPVKRSLVYYLKNREVRLQNETSYSRVLHGYAAQQLPSLLKEREFHLGTLNKVFASQWLNHRQVVCGTKCNTLFVVDVQTSQITKIPILKDREPGGVTQQGCGIHAIELNPSRTLLATGGDNPNSLAIYRLPTLDPVCVGDDGHKDWIFSIAWISDTMAVSGSRDGSMGLWEVTDDVLTKSDARHNVSRVPVYAHITHKALKDIPKEDTNPDNCKVRALAFNNKNKELGAVSLDGYFHLWKAENTLSKLLSTKLPYCRENV.... Result: 1 (interaction). (4) The miRNA is mmu-miR-30c-1-3p with sequence CUGGGAGAGGGUUGUUUACUCC. The protein sequence of the target gene is MLSRLMSGSSRSLEREYSCTVRLLDDSEYTCTIQRDAKGQYLFDLLCHHLNLLEKDYFGIRFVDPDKQRHWLEFTKSVVKQLRSQPPFTMCFRVKFYPADPAALKEEITRYLVFLQIKRDLYHGRLLCKTSDAALLAAYILQAEIGDYDSGKHPEGYSSKFQFFPKHSEKLERKIAEIHKTELSGQTPATSELNFLRKAQTLETYGVDPHPCKDVSGNAAFLAFTPFGFVVLQGNKRVHFIKWNEVTKLKFEGKTFYLYVSQKEEKKIILTYFAPTPEACKHLWKCGIENQAFYKLEKSS.... Result: 0 (no interaction). (5) The miRNA is hsa-miR-92a-3p with sequence UAUUGCACUUGUCCCGGCCUGU. The protein sequence of the target gene is MAEAALLLLPEAAAERDAREKLALWDRRPDTTAPLTDRQTDSVLELKAAAENLPVPAELPIEDLCSLTSQSLPIELTSVVPESTEDILLKGFTSLGMEEERIETAQQFFSWFAKLQTQMDQDEGTKYRQMRDYLSGFQEQCDAILNDVNSALQHLESLQKQYLFVSNKTGTLHEACEQLLKEQSELVDLAENIQQKLSYFNELETINTKLNSPTLSVNSDGFIPMLAKLDDCITYISSHPNFKDYPIYLLKFKQCLSKALHLMKTYTVNTLQTLTSQLLKRDPSSVPNADNAFTLFYVKF.... Result: 1 (interaction). (6) The miRNA is hsa-miR-145-3p with sequence GGAUUCCUGGAAAUACUGUUCU. The protein sequence of the target gene is MNRPAPVEISYENMRFLITHNPTNATLNKFTEELKKYGVTTLVRVCDATYDKAPVEKEGIHVLDWPFDDGAPPPNQIVDDWLNLLKTKFREEPGCCVAVHCVAGLGRAPVLVALALIECGMKYEDAVQFIRQKRRGAFNSKQLLYLEKYRPKMRLRFRDTNGHCCVQ. Result: 0 (no interaction). (7) The protein sequence of the target gene is MSAQTSPAEKGLNPGLMCQESYACSGTDEAIFECDECCSLQCLRCEEELHRQERLRNHERIRLKPGHVPYCDLCKGLSGHLPGVRQRAIVRCQTCKINLCLECQKRTHSGGNKRRHPVTVYNVSNLQESLEAEEMDEETKRKKMTEKVVSFLLVDENEEIQVTNEEDFIRKLDCKPDQHLKVVSIFGNTGDGKSHTLNHTFFYGREVFKTSPTQESCTVGVWAAYDPVHKVAVIDTEGLLGATVNLSQRTRLLLKVLAISDLVIYRTHADRLHNDLFKFLGDASEAYLKHFTKELKATTA.... Result: 1 (interaction). The miRNA is hsa-miR-125b-5p with sequence UCCCUGAGACCCUAACUUGUGA.